Dataset: Full USPTO retrosynthesis dataset with 1.9M reactions from patents (1976-2016). Task: Predict the reactants needed to synthesize the given product. (1) Given the product [CH2:18]([O:20][C:21](/[CH:22]=[CH:23]/[C:24]([O:4][C:3]1[CH:5]=[CH:6][CH:7]=[CH:8][C:2]=1[C:1]([O:10][CH3:11])=[O:9])=[O:25])=[O:27])[CH3:19], predict the reactants needed to synthesize it. The reactants are: [C:1]([O:10][CH3:11])(=[O:9])[C:2]1[C:3](=[CH:5][CH:6]=[CH:7][CH:8]=1)[OH:4].N1C=CC=CC=1.[CH2:18]([O:20][C:21](=[O:27])[CH:22]=[CH:23][C:24](Cl)=[O:25])[CH3:19]. (2) Given the product [F:25][C:26]1[CH:31]=[CH:30][C:29]([C:2]2[N:7]=[N:6][C:5]([N:8]3[CH2:13][CH2:12][CH:11]([N:14]([CH3:22])[C:15](=[O:21])[O:16][C:17]([CH3:20])([CH3:19])[CH3:18])[CH2:10][CH2:9]3)=[C:4]([CH3:23])[C:3]=2[CH3:24])=[CH:28][CH:27]=1, predict the reactants needed to synthesize it. The reactants are: Cl[C:2]1[N:7]=[N:6][C:5]([N:8]2[CH2:13][CH2:12][CH:11]([N:14]([CH3:22])[C:15](=[O:21])[O:16][C:17]([CH3:20])([CH3:19])[CH3:18])[CH2:10][CH2:9]2)=[C:4]([CH3:23])[C:3]=1[CH3:24].[F:25][C:26]1[CH:31]=[CH:30][C:29](B(O)O)=[CH:28][CH:27]=1.C([O-])([O-])=O.[Cs+].[Cs+]. (3) The reactants are: [CH3:1][O:2][C:3]1[CH:4]=[C:5]([CH:8]=[CH:9][C:10]=1[F:11])[CH:6]=[O:7].[N+:12]([CH2:15][CH3:16])([O-:14])=[O:13].[OH-].[Na+].C(O)(=O)C. Given the product [F:11][C:10]1[CH:9]=[CH:8][C:5]([CH:6]([OH:7])[CH:15]([N+:12]([O-:14])=[O:13])[CH3:16])=[CH:4][C:3]=1[O:2][CH3:1], predict the reactants needed to synthesize it.